Predict the reaction yield, written as a fraction of the theoretical maximum amount of product (1.0 means a 100% yield; for example, 0.34 means a 34% yield). From a dataset of Reaction yield outcomes from USPTO patents with 853,638 reactions. (1) The reactants are [CH3:1][S:2]([NH2:5])(=[O:4])=[O:3].[H-].[Na+].[F:8][C:9]1[CH:14]=[CH:13][C:12]([CH:15]2[C:24]([CH3:26])([CH3:25])[CH2:23][C:22]3[C:17](=[CH:18][CH:19]=[C:20]([C:27](O)=[O:28])[CH:21]=3)[NH:16]2)=[CH:11][C:10]=1[N:30]1[CH2:35][CH2:34][O:33][CH2:32][CH2:31]1.C(N1C=CN=C1)(N1C=CN=C1)=O. The catalyst is CN(C)C=O. The product is [F:8][C:9]1[CH:14]=[CH:13][C:12]([CH:15]2[C:24]([CH3:26])([CH3:25])[CH2:23][C:22]3[C:17](=[CH:18][CH:19]=[C:20]([C:27]([NH:5][S:2]([CH3:1])(=[O:4])=[O:3])=[O:28])[CH:21]=3)[NH:16]2)=[CH:11][C:10]=1[N:30]1[CH2:31][CH2:32][O:33][CH2:34][CH2:35]1. The yield is 0.250. (2) The reactants are [C:1]1([C:17]2[CH:22]=[CH:21][CH:20]=[CH:19][CH:18]=2)[CH:6]=[CH:5][CH:4]=[C:3]([N:7]2[CH:11]=[C:10]([N:12]3[CH:16]=[CH:15]C=N3)[N:9]=[CH:8]2)[CH:2]=1.[NH:23]1C=CN=[CH:24]1. No catalyst specified. The product is [C:1]1([C:17]2[CH:18]=[CH:19][CH:20]=[CH:21][CH:22]=2)[CH:6]=[CH:5][CH:4]=[C:3]([N:7]2[CH:11]=[C:10]([N:12]3[CH:16]=[CH:15][N:23]=[CH:24]3)[N:9]=[CH:8]2)[CH:2]=1. The yield is 0.600. (3) The reactants are Cl[C:2]1[CH:7]=[CH:6][C:5]([CH:8]([C:28]2[CH:33]=[CH:32][C:31](Cl)=[CH:30][CH:29]=2)[N:9]2[CH2:13][CH2:12][C@@H:11]([NH:14][C:15](=[O:27])[C:16]3[CH:21]=[CH:20][C:19]([O:22][C:23]([F:26])([F:25])[F:24])=[CH:18][CH:17]=3)[CH2:10]2)=[CH:4][CH:3]=1.C1(P(C2CCCCC2)C2C=CC=CC=2C2[CH:53]=[CH:52][CH:51]=[CH:50][C:49]=2[N:54](C)C)CCCCC1.[CH:63]1([NH2:68])[CH2:67][CH2:66][CH2:65][CH2:64]1.C[Si]([N-][Si](C)(C)C)(C)C.[Li+].O1CCCC1. The yield is 0.320. The product is [CH:63]1([NH:68][C:2]2[CH:7]=[CH:6][C:5]([CH:8]([C:28]3[CH:33]=[CH:32][C:31]([NH:54][CH:49]4[CH2:50][CH2:51][CH2:52][CH2:53]4)=[CH:30][CH:29]=3)[N:9]3[CH2:13][CH2:12][C@@H:11]([NH:14][C:15](=[O:27])[C:16]4[CH:21]=[CH:20][C:19]([O:22][C:23]([F:26])([F:25])[F:24])=[CH:18][CH:17]=4)[CH2:10]3)=[CH:4][CH:3]=2)[CH2:67][CH2:66][CH2:65][CH2:64]1. The catalyst is C(OCC)(=O)C.C1C=CC(/C=C/C(/C=C/C2C=CC=CC=2)=O)=CC=1.C1C=CC(/C=C/C(/C=C/C2C=CC=CC=2)=O)=CC=1.C1C=CC(/C=C/C(/C=C/C2C=CC=CC=2)=O)=CC=1.[Pd].[Pd].O. (4) The reactants are [Br:1][C:2]1[C:3]([F:11])=[C:4]([CH:8]=[CH:9][CH:10]=1)[C:5]([OH:7])=[O:6].[C:12](=O)([O-])[O-].[K+].[K+].IC.CC(OC)(C)C. The catalyst is CN(C=O)C. The product is [Br:1][C:2]1[C:3]([F:11])=[C:4]([CH:8]=[CH:9][CH:10]=1)[C:5]([O:7][CH3:12])=[O:6]. The yield is 0.895.